This data is from Forward reaction prediction with 1.9M reactions from USPTO patents (1976-2016). The task is: Predict the product of the given reaction. (1) Given the reactants [CH2:1]([O:3][C:4]1[C:13]([O:14][CH3:15])=[CH:12][C:11]2[C:10]([C:16]3[CH:25]=[CH:24][C:19]([C:20]([O:22]C)=[O:21])=[CH:18][CH:17]=3)=[N:9][C@@H:8]3[CH2:26][CH2:27][S:28](=[O:31])(=[O:30])[CH2:29][C@@H:7]3[C:6]=2[CH:5]=1)[CH3:2].[OH-].[Na+].Cl, predict the reaction product. The product is: [CH2:1]([O:3][C:4]1[C:13]([O:14][CH3:15])=[CH:12][C:11]2[C:10]([C:16]3[CH:25]=[CH:24][C:19]([C:20]([OH:22])=[O:21])=[CH:18][CH:17]=3)=[N:9][C@@H:8]3[CH2:26][CH2:27][S:28](=[O:30])(=[O:31])[CH2:29][C@@H:7]3[C:6]=2[CH:5]=1)[CH3:2]. (2) Given the reactants [O:1]1[CH:5]=[CH:4][CH:3]=[C:2]1[CH2:6][C:7]1[O:11][N:10]=[C:9]([C:12]([O:14]CC)=[O:13])[CH:8]=1.C(O)C.[OH-].[Na+], predict the reaction product. The product is: [O:1]1[CH:5]=[CH:4][CH:3]=[C:2]1[CH2:6][C:7]1[O:11][N:10]=[C:9]([C:12]([OH:14])=[O:13])[CH:8]=1.